Predict the product of the given reaction. From a dataset of Forward reaction prediction with 1.9M reactions from USPTO patents (1976-2016). Given the reactants [CH2:1]([O:3][C:4]([N:6]1[C:15]2[C:10](=[N:11][C:12]([O:16][CH3:17])=[CH:13][CH:14]=2)[C@@H:9]([NH:18][C:19]2[N:24]=[C:23]([CH2:25][C:26]3[CH:31]=[C:30]([C:32]([F:35])([F:34])[F:33])[CH:29]=[C:28]([C:36]([F:39])([F:38])[F:37])[CH:27]=3)[C:22]([C:40](O)=[O:41])=[CH:21][N:20]=2)[CH2:8][C@H:7]1[CH2:43][CH3:44])=[O:5])[CH3:2].Cl.C([O:50][C:51](=[O:56])[CH2:52][CH2:53][NH:54][CH3:55])(C)(C)C.O.ON1C2C=CC=CC=2N=N1.Cl.CN(C)CCCN=C=NCC, predict the reaction product. The product is: [CH2:1]([O:3][C:4]([N:6]1[C:15]2[C:10](=[N:11][C:12]([O:16][CH3:17])=[CH:13][CH:14]=2)[C@@H:9]([NH:18][C:19]2[N:24]=[C:23]([CH2:25][C:26]3[CH:31]=[C:30]([C:32]([F:35])([F:34])[F:33])[CH:29]=[C:28]([C:36]([F:37])([F:39])[F:38])[CH:27]=3)[C:22]([C:40](=[O:41])[N:54]([CH2:53][CH2:52][C:51]([OH:56])=[O:50])[CH3:55])=[CH:21][N:20]=2)[CH2:8][C@H:7]1[CH2:43][CH3:44])=[O:5])[CH3:2].